From a dataset of Forward reaction prediction with 1.9M reactions from USPTO patents (1976-2016). Predict the product of the given reaction. (1) Given the reactants [F:1][C:2]([F:25])([F:24])[C:3]1[CH:11]=[C:10]2[C:6]([CH:7]=[N:8][NH:9]2)=[C:5]([C:12]2[N:16]3[N:17]=[C:18]([C:21](O)=[O:22])[CH:19]=[CH:20][C:15]3=[N:14][CH:13]=2)[CH:4]=1.F[B-](F)(F)F.[N:31]1([O:40][C:41](N(C)C)=[N+](C)C)C2C=CC=CC=2N=N1.[Cl-].[NH4+].CCN(CC)CC.CN(C=[O:61])C, predict the reaction product. The product is: [C:41]([OH:40])([C:2]([F:25])([F:24])[F:1])=[O:61].[F:25][C:2]([F:24])([F:1])[C:3]1[CH:11]=[C:10]2[C:6]([CH:7]=[N:8][NH:9]2)=[C:5]([C:12]2[N:16]3[N:17]=[C:18]([C:21]([NH2:31])=[O:22])[CH:19]=[CH:20][C:15]3=[N:14][CH:13]=2)[CH:4]=1. (2) Given the reactants [CH2:1]([O:8][C:9]1[CH:10]=[C:11]([C:15]2[N:16]=[C:17]([CH:25]3[CH2:28][C:27](=[O:29])[CH2:26]3)[N:18]3[CH:23]=[CH:22][N:21]=[C:20]([Cl:24])[C:19]=23)[CH:12]=[CH:13][CH:14]=1)[C:2]1[CH:7]=[CH:6][CH:5]=[CH:4][CH:3]=1.[CH3:30][Mg+].[Br-], predict the reaction product. The product is: [CH2:1]([O:8][C:9]1[CH:10]=[C:11]([C:15]2[N:16]=[C:17]([CH:25]3[CH2:28][C:27]([CH3:30])([OH:29])[CH2:26]3)[N:18]3[CH:23]=[CH:22][N:21]=[C:20]([Cl:24])[C:19]=23)[CH:12]=[CH:13][CH:14]=1)[C:2]1[CH:7]=[CH:6][CH:5]=[CH:4][CH:3]=1. (3) Given the reactants C([O:4][CH2:5][C:6]1[O:10][N:9]=[C:8]([C:11]2[CH:16]=[CH:15][C:14]([C:17]3[C:18]([O:24][CH2:25][C@H:26]4[CH2:28][C@@H:27]4[C:29]4[CH:34]=[CH:33][C:32]([O:35][CH3:36])=[CH:31][N:30]=4)=[N:19][C:20]([CH3:23])=[N:21][CH:22]=3)=[CH:13][CH:12]=2)[N:7]=1)(=O)C.C([O-])([O-])=O.[K+].[K+], predict the reaction product. The product is: [CH3:36][O:35][C:32]1[CH:33]=[CH:34][C:29]([C@H:27]2[CH2:28][C@@H:26]2[CH2:25][O:24][C:18]2[C:17]([C:14]3[CH:15]=[CH:16][C:11]([C:8]4[N:7]=[C:6]([CH2:5][OH:4])[O:10][N:9]=4)=[CH:12][CH:13]=3)=[CH:22][N:21]=[C:20]([CH3:23])[N:19]=2)=[N:30][CH:31]=1. (4) Given the reactants Cl.Cl.[N:3]1([CH:9]2[CH2:14][CH2:13][N:12]([CH2:15][C:16]3[C:17]([C:43]4[CH:48]=[CH:47][CH:46]=[CH:45][CH:44]=4)=[N:18][C:19]4[C:24]([C:25]=3[C:26](=[O:37])[NH:27][C@H:28]([C:31]3[CH:36]=[CH:35][CH:34]=[CH:33][CH:32]=3)[CH2:29][CH3:30])=[CH:23][CH:22]=[C:21]([O:38][CH2:39][C:40](O)=[O:41])[CH:20]=4)[CH2:11][CH2:10]2)[CH2:8][CH2:7][CH2:6][CH2:5][CH2:4]1.Cl, predict the reaction product. The product is: [C:31]1([C@@H:28]([NH:27][C:26]([C:25]2[C:24]3[C:19](=[CH:20][C:21]([O:38][CH2:39][CH2:40][OH:41])=[CH:22][CH:23]=3)[N:18]=[C:17]([C:43]3[CH:44]=[CH:45][CH:46]=[CH:47][CH:48]=3)[C:16]=2[CH2:15][N:12]2[CH2:11][CH2:10][CH:9]([N:3]3[CH2:4][CH2:5][CH2:6][CH2:7][CH2:8]3)[CH2:14][CH2:13]2)=[O:37])[CH2:29][CH3:30])[CH:32]=[CH:33][CH:34]=[CH:35][CH:36]=1. (5) Given the reactants B.[CH2:2]([C:5]1([O:11][Si:12]([C:15]([CH3:18])([CH3:17])[CH3:16])([CH3:14])[CH3:13])[CH2:10][CH2:9][CH2:8][CH2:7][CH2:6]1)[CH:3]=[CH2:4].[OH-:19].[Na+].OO, predict the reaction product. The product is: [Si:12]([O:11][C:5]1([CH2:2][CH2:3][CH2:4][OH:19])[CH2:6][CH2:7][CH2:8][CH2:9][CH2:10]1)([C:15]([CH3:18])([CH3:17])[CH3:16])([CH3:13])[CH3:14]. (6) Given the reactants Cl[C:2]1[C:7]([Cl:8])=[N:6][CH:5]=[CH:4][N:3]=1.[N:9]1([C:15]([O:17][C:18]([CH3:21])([CH3:20])[CH3:19])=[O:16])[CH2:14][CH2:13][NH:12][CH2:11][CH2:10]1, predict the reaction product. The product is: [Cl:8][C:7]1[C:2]([N:12]2[CH2:11][CH2:10][N:9]([C:15]([O:17][C:18]([CH3:21])([CH3:20])[CH3:19])=[O:16])[CH2:14][CH2:13]2)=[N:3][CH:4]=[CH:5][N:6]=1. (7) Given the reactants FC(F)(F)C(O)=O.[CH3:8][S:9]([C:12]1[CH:33]=[CH:32][C:15]([O:16][C:17]2[N:22]=[CH:21][N:20]=[C:19]3[N:23]([CH:26]4[CH2:31][CH2:30][NH:29][CH2:28][CH2:27]4)[N:24]=[CH:25][C:18]=23)=[CH:14][CH:13]=1)(=[O:11])=[O:10].Cl[C:35]([O:37][CH2:38][C:39]([Cl:42])([Cl:41])[Cl:40])=[O:36], predict the reaction product. The product is: [Cl:40][C:39]([Cl:42])([Cl:41])[CH2:38][O:37][C:35]([N:29]1[CH2:28][CH2:27][CH:26]([N:23]2[C:19]3=[N:20][CH:21]=[N:22][C:17]([O:16][C:15]4[CH:14]=[CH:13][C:12]([S:9]([CH3:8])(=[O:11])=[O:10])=[CH:33][CH:32]=4)=[C:18]3[CH:25]=[N:24]2)[CH2:31][CH2:30]1)=[O:36].